Dataset: Reaction yield outcomes from USPTO patents with 853,638 reactions. Task: Predict the reaction yield, written as a fraction of the theoretical maximum amount of product (1.0 means a 100% yield; for example, 0.34 means a 34% yield). (1) The reactants are Br[C:2]1[CH:3]=[N:4][C:5]([Cl:8])=[N:6][CH:7]=1.[Br-].[CH:10]1([Zn+])[CH2:13][CH2:12][CH2:11]1. The catalyst is C1C=CC(P(C2C=CC=CC=2)[C-]2C=CC=C2)=CC=1.C1C=CC(P(C2C=CC=CC=2)[C-]2C=CC=C2)=CC=1.Cl[Pd]Cl.[Fe+2].C(Cl)Cl.ClCCl. The product is [Cl:8][C:5]1[N:4]=[CH:3][C:2]([CH:10]2[CH2:13][CH2:12][CH2:11]2)=[CH:7][N:6]=1. The yield is 0.360. (2) The reactants are [C:1]12([NH2:11])[CH2:10][CH:5]3[CH2:6][CH:7]([CH2:9][CH:3]([CH2:4]3)[CH2:2]1)[CH2:8]2.Br[C:13]1[CH:18]=[CH:17][CH:16]=[CH:15][CH:14]=1.CC(C)([O-])C.[Na+].CCOCC. The catalyst is C1(C)C=CC=CC=1.C1C=CC(/C=C/C(/C=C/C2C=CC=CC=2)=O)=CC=1.C1C=CC(/C=C/C(/C=C/C2C=CC=CC=2)=O)=CC=1.[Pd].C1(P(C2C=CC=CC=2)C2C=CC3C(=CC=CC=3)C=2C2C3C(=CC=CC=3)C=CC=2P(C2C=CC=CC=2)C2C=CC=CC=2)C=CC=CC=1. The product is [C:1]12([NH:11][C:13]3[CH:18]=[CH:17][CH:16]=[CH:15][CH:14]=3)[CH2:8][CH:7]3[CH2:6][CH:5]([CH2:4][CH:3]([CH2:9]3)[CH2:2]1)[CH2:10]2. The yield is 0.657. (3) The reactants are Cl[C:2]1[CH:7]=[CH:6][N:5]=[C:4]2[NH:8][C:9]([CH:11]3[CH2:13][CH2:12]3)=[CH:10][C:3]=12.C(=O)([O-])[O-].[Na+].[Na+].[O:20]=[S:21]1(=[O:46])[CH2:26][CH2:25][CH:24]([NH:27][S:28]([C:31]2[CH:36]=[CH:35][C:34](B3OC(C)(C)C(C)(C)O3)=[CH:33][CH:32]=2)(=[O:30])=[O:29])[CH2:23][CH2:22]1.ClCCl. The catalyst is COCCOC.[Pd].C1(P([C-]2C=CC=C2)C2C=CC=CC=2)C=CC=CC=1.[C-]1(P(C2C=CC=CC=2)C2C=CC=CC=2)C=CC=C1.[Fe+2].O. The product is [CH:11]1([C:9]2[NH:8][C:4]3=[N:5][CH:6]=[CH:7][C:2]([C:34]4[CH:33]=[CH:32][C:31]([S:28]([NH:27][CH:24]5[CH2:23][CH2:22][S:21](=[O:20])(=[O:46])[CH2:26][CH2:25]5)(=[O:29])=[O:30])=[CH:36][CH:35]=4)=[C:3]3[CH:10]=2)[CH2:13][CH2:12]1. The yield is 0.460. (4) The reactants are [CH3:1][O:2][C:3]([C:5]1[CH:14]=[C:13]([OH:15])[C:12]2[C:7](=[C:8]([O:17][CH2:18][C:19]3[CH:24]=[CH:23][CH:22]=[CH:21][CH:20]=3)[CH:9]=[C:10](Br)[CH:11]=2)[N:6]=1)=[O:4]. The catalyst is O1CCCC1. The product is [CH3:1][O:2][C:3]([C:5]1[CH:14]=[C:13]([OH:15])[C:12]2[C:7](=[C:8]([O:17][CH2:18][C:19]3[CH:24]=[CH:23][CH:22]=[CH:21][CH:20]=3)[CH:9]=[C:10]([CH2:13][C:12]3[CH:7]=[CH:8][CH:9]=[CH:10][CH:11]=3)[CH:11]=2)[N:6]=1)=[O:4]. The yield is 0.490. (5) The yield is 0.900. The catalyst is C(#N)C.[Cu](Cl)Cl. The reactants are [N:1]1[NH:2][C:3](=[O:16])[CH2:4][CH:5]2[CH2:11][CH2:10][CH2:9][C:8]3[CH:12]=[CH:13][CH:14]=[CH:15][C:7]=3[C:6]=12. The product is [O:16]=[C:3]1[NH:2][N:1]=[C:6]2[C:7]3[CH:15]=[CH:14][CH:13]=[CH:12][C:8]=3[CH2:9][CH2:10][CH2:11][C:5]2=[CH:4]1. (6) The reactants are Cl[C:2]1[C:3]2[CH:14]=[C:13]([C:15]3[CH:20]=[CH:19][CH:18]=[CH:17][CH:16]=3)[CH:12]=[CH:11][C:4]=2[N:5]([CH3:10])[C:6](=[O:9])[CH2:7][N:8]=1.C(C1C=C(B(O)O)C=CC=1)=O.[Cl:32][C:33]1[CH:34]=[C:35](B(O)O)[CH:36]=[C:37]([Cl:39])[CH:38]=1. No catalyst specified. The product is [Cl:32][C:33]1[CH:34]=[C:35]([C:2]2[C:3]3[CH:14]=[C:13]([C:15]4[CH:20]=[CH:19][CH:18]=[CH:17][CH:16]=4)[CH:12]=[CH:11][C:4]=3[N:5]([CH3:10])[C:6](=[O:9])[CH2:7][N:8]=2)[CH:36]=[C:37]([Cl:39])[CH:38]=1. The yield is 0.220.